Dataset: Experimentally validated miRNA-target interactions with 360,000+ pairs, plus equal number of negative samples. Task: Binary Classification. Given a miRNA mature sequence and a target amino acid sequence, predict their likelihood of interaction. The miRNA is hsa-miR-942-5p with sequence UCUUCUCUGUUUUGGCCAUGUG. The protein sequence of the target gene is MGPAEAGRRGAASPVPPPLVRVAPSLFLGSARAAGAEEQLARAGVTLCVNVSRQQPGPRAPGVAELRVPVFDDPAEDLLAHLEPTCAAMEAAVRAGGACLVYCKNGRSRSAAVCTAYLMRHRGLSLAKAFQMVKSARPVAEPNPGFWSQLQKYEEALQAQSCLQGEPPALGLGPEA. Result: 1 (interaction).